Task: Predict the product of the given reaction.. Dataset: Forward reaction prediction with 1.9M reactions from USPTO patents (1976-2016) (1) Given the reactants ClC1N=C(C2SC(C(C)C)=NC=2C2C=C(N[S:23]([C:26]3[C:31]([F:32])=[CH:30][CH:29]=[CH:28][C:27]=3[F:33])(=[O:25])=[O:24])C=CC=2)C=CN=1.[Cl:34][C:35]1[N:40]=[C:39]([C:41]2[S:45][C:44]([N:46]3[CH2:51][CH2:50][O:49][CH2:48][CH2:47]3)=[N:43][C:42]=2[C:52]2[C:53]([O:59][CH3:60])=[C:54]([CH:56]=[CH:57][CH:58]=2)[NH2:55])[CH:38]=[CH:37][N:36]=1.FC1C=CC=C(F)C=1S(Cl)(=O)=O, predict the reaction product. The product is: [Cl:34][C:35]1[N:40]=[C:39]([C:41]2[S:45][C:44]([N:46]3[CH2:47][CH2:48][O:49][CH2:50][CH2:51]3)=[N:43][C:42]=2[C:52]2[C:53]([O:59][CH3:60])=[C:54]([NH:55][S:23]([C:26]3[C:31]([F:32])=[CH:30][CH:29]=[CH:28][C:27]=3[F:33])(=[O:25])=[O:24])[CH:56]=[CH:57][CH:58]=2)[CH:38]=[CH:37][N:36]=1. (2) Given the reactants C[Li].Br[C:4]1[CH:5]=[C:6]([N:10]([CH3:19])[C:11]([NH:13][CH2:14][CH2:15][CH2:16][CH2:17][CH3:18])=[O:12])[CH:7]=[CH:8][CH:9]=1.C([Li])(C)(C)C.[B:25](OC)([O:28]C)[O:26]C.Cl, predict the reaction product. The product is: [CH3:19][N:10]([C:6]1[CH:5]=[C:4]([B:25]([OH:28])[OH:26])[CH:9]=[CH:8][CH:7]=1)[C:11]([NH:13][CH2:14][CH2:15][CH2:16][CH2:17][CH3:18])=[O:12].